The task is: Regression/Classification. Given a drug SMILES string, predict its absorption, distribution, metabolism, or excretion properties. Task type varies by dataset: regression for continuous measurements (e.g., permeability, clearance, half-life) or binary classification for categorical outcomes (e.g., BBB penetration, CYP inhibition). Dataset: pgp_broccatelli.. This data is from P-glycoprotein inhibition data for predicting drug efflux from Broccatelli et al.. The molecule is O=C(CCc1ccccc1)c1ccccc1OC[C@@H](O)CN1CCC(O)(c2ccccc2)CC1. The result is 1 (inhibitor).